This data is from Catalyst prediction with 721,799 reactions and 888 catalyst types from USPTO. The task is: Predict which catalyst facilitates the given reaction. (1) Reactant: [Cl:1][C:2]1[C:3]([N:27]([CH3:29])[CH3:28])=[CH:4][C:5]2[N:11]=[C:10]([C:12]3[CH:17]=[CH:16][CH:15]=[C:14]([C:18]4[S:19][CH:20]=[C:21]([CH2:23]Cl)[N:22]=4)[CH:13]=3)[CH2:9][C:8](=[O:25])[NH:7][C:6]=2[CH:26]=1.[NH:30]1[CH2:35][CH2:34][O:33][CH2:32][CH2:31]1.O. Product: [Cl:1][C:2]1[C:3]([N:27]([CH3:28])[CH3:29])=[CH:4][C:5]2[N:11]=[C:10]([C:12]3[CH:17]=[CH:16][CH:15]=[C:14]([C:18]4[S:19][CH:20]=[C:21]([CH2:23][N:30]5[CH2:35][CH2:34][O:33][CH2:32][CH2:31]5)[N:22]=4)[CH:13]=3)[CH2:9][C:8](=[O:25])[NH:7][C:6]=2[CH:26]=1. The catalyst class is: 14. (2) Reactant: Br[C:2]1[CH:3]=[N:4][N:5]2[CH:10]=[C:9]([O:11][CH:12]([F:14])[F:13])[CH:8]=[N:7][C:6]=12.[CH3:15][O:16][C:17]([C:19]1[S:20][C:21]([CH3:33])=[C:22](B2OC(C)(C)C(C)(C)O2)[CH:23]=1)=[O:18].C(=O)([O-])[O-].[Na+].[Na+]. Product: [CH3:15][O:16][C:17]([C:19]1[S:20][C:21]([CH3:33])=[C:22]([C:2]2[CH:3]=[N:4][N:5]3[CH:10]=[C:9]([O:11][CH:12]([F:14])[F:13])[CH:8]=[N:7][C:6]=23)[CH:23]=1)=[O:18]. The catalyst class is: 455. (3) Reactant: Br[C:2]1[CH:3]=[C:4]([F:10])[C:5]([Cl:9])=[C:6]([Cl:8])[CH:7]=1.[B:11]1([B:11]2[O:15][C:14]([CH3:17])([CH3:16])[C:13]([CH3:19])([CH3:18])[O:12]2)[O:15][C:14]([CH3:17])([CH3:16])[C:13]([CH3:19])([CH3:18])[O:12]1.CC([O-])=O.[K+]. Product: [Cl:8][C:6]1[CH:7]=[C:2]([B:11]2[O:15][C:14]([CH3:17])([CH3:16])[C:13]([CH3:19])([CH3:18])[O:12]2)[CH:3]=[C:4]([F:10])[C:5]=1[Cl:9]. The catalyst class is: 75. (4) Reactant: C([O-])(=O)C.[K+].Br[C:7]1[CH:8]=[C:9]2[C:13](=[CH:14][CH:15]=1)[NH:12][C:11]([CH3:16])=[CH:10]2.[B:17]1([B:17]2[O:21][C:20]([CH3:23])([CH3:22])[C:19]([CH3:25])([CH3:24])[O:18]2)[O:21][C:20]([CH3:23])([CH3:22])[C:19]([CH3:25])([CH3:24])[O:18]1. Product: [CH3:16][C:11]1[NH:12][C:13]2[C:9]([CH:10]=1)=[CH:8][C:7]([B:17]1[O:21][C:20]([CH3:23])([CH3:22])[C:19]([CH3:25])([CH3:24])[O:18]1)=[CH:15][CH:14]=2. The catalyst class is: 873. (5) Reactant: FC(F)(F)C([NH:5][C:6]1[N:7]=[C:8]2[CH:13]=[CH:12][C:11]([F:14])=[CH:10][N:9]2[C:15]=1[CH3:16])=O.C(=O)([O-])[O-].[K+].[K+]. Product: [F:14][C:11]1[CH:12]=[CH:13][C:8]2[N:9]([C:15]([CH3:16])=[C:6]([NH2:5])[N:7]=2)[CH:10]=1. The catalyst class is: 24. (6) Reactant: [F:1][C:2]1[CH:3]=[CH:4][C:5]([OH:11])=[C:6]([B:8]([OH:10])[OH:9])[CH:7]=1.O[C:13]([C:16](O)([CH3:18])[CH3:17])([CH3:15])[CH3:14]. Product: [F:1][C:2]1[CH:3]=[CH:4][C:5]([OH:11])=[C:6]([B:8]2[O:9][C:16]([CH3:18])([CH3:17])[C:13]([CH3:15])([CH3:14])[O:10]2)[CH:7]=1. The catalyst class is: 11. (7) Reactant: [Cl:1][C:2]1[CH:3]=[C:4]([CH:18]=[CH:19][C:20]=1[Cl:21])[CH2:5][NH:6][C:7]([NH:9][C:10]1[S:11][CH:12]=[C:13]([CH2:15][NH:16][CH3:17])[N:14]=1)=[O:8].[CH3:22][O:23][C:24]1[CH:31]=[C:30]([O:32][CH3:33])[CH:29]=[CH:28][C:25]=1[CH:26]=O.C([BH3-])#N.[Na+].CO. Product: [NH3:6].[Cl:1][C:2]1[CH:3]=[C:4]([CH:18]=[CH:19][C:20]=1[Cl:21])[CH2:5][NH:6][C:7]([NH:9][C:10]1[S:11][CH:12]=[C:13]([CH2:15][N:16]([CH2:26][C:25]2[CH:28]=[CH:29][C:30]([O:32][CH3:33])=[CH:31][C:24]=2[O:23][CH3:22])[CH3:17])[N:14]=1)=[O:8]. The catalyst class is: 322. (8) Reactant: [F:1][C:2]1[CH:3]=[C:4]([CH:9]2[N:14]([C:15]([O:17][C:18]3[CH:23]=[CH:22][C:21]([N+:24]([O-:26])=[O:25])=[CH:20][CH:19]=3)=[O:16])[C:13]([O:27]C)=[N:12][C:11]([CH3:29])=[C:10]2[C:30]([O:32][CH3:33])=[O:31])[CH:5]=[CH:6][C:7]=1[F:8].[Br:34]Br. Product: [Br:34][CH2:29][C:11]1[NH:12][C:13](=[O:27])[N:14]([C:15]([O:17][C:18]2[CH:23]=[CH:22][C:21]([N+:24]([O-:26])=[O:25])=[CH:20][CH:19]=2)=[O:16])[CH:9]([C:4]2[CH:5]=[CH:6][C:7]([F:8])=[C:2]([F:1])[CH:3]=2)[C:10]=1[C:30]([O:32][CH3:33])=[O:31]. The catalyst class is: 22. (9) Reactant: Cl.[NH2:2][C@@H:3]([CH2:8][C:9]1[CH:14]=[CH:13][C:12]([C:15]([F:18])([F:17])[F:16])=[CH:11][CH:10]=1)[CH2:4][C:5](O)=[O:6].[BH4-].[Na+]. Product: [NH2:2][C@@H:3]([CH2:8][C:9]1[CH:14]=[CH:13][C:12]([C:15]([F:16])([F:17])[F:18])=[CH:11][CH:10]=1)[CH2:4][CH2:5][OH:6]. The catalyst class is: 1.